Dataset: Reaction yield outcomes from USPTO patents with 853,638 reactions. Task: Predict the reaction yield, written as a fraction of the theoretical maximum amount of product (1.0 means a 100% yield; for example, 0.34 means a 34% yield). (1) The reactants are [Cl:1][C:2]1[CH:8]=[CH:7][C:5]([NH2:6])=[CH:4][C:3]=1[C:9]([F:12])([F:11])[F:10].C(N(CC)CC)C.[C:20](Cl)(=[O:25])[C:21]([CH3:24])([CH3:23])[CH3:22]. The catalyst is C1COCC1. The product is [Cl:1][C:2]1[CH:8]=[CH:7][C:5]([NH:6][C:20](=[O:25])[C:21]([CH3:24])([CH3:23])[CH3:22])=[CH:4][C:3]=1[C:9]([F:10])([F:11])[F:12]. The yield is 0.950. (2) The reactants are [CH2:1]([O:3][C:4](=[O:8])[C@H:5]([CH3:7])[NH2:6])[CH3:2].[CH2:9]1[CH2:15][S:12](=[O:14])(=[O:13])[O:11][CH2:10]1. The catalyst is O1CCCC1. The product is [CH2:1]([O:3][C:4](=[O:8])[C@@H:5]([NH:6][CH2:10][CH2:9][CH2:15][S:12]([OH:14])(=[O:13])=[O:11])[CH3:7])[CH3:2]. The yield is 0.420.